Dataset: Full USPTO retrosynthesis dataset with 1.9M reactions from patents (1976-2016). Task: Predict the reactants needed to synthesize the given product. (1) The reactants are: [Cl-].[Al+3].[Cl-].[Cl-].[CH3:5][O:6][C:7]1[CH:8]=[C:9]([C:12]([O:17]C)=[CH:13][C:14]=1[O:15][CH3:16])[CH:10]=[O:11].O.Cl. Given the product [CH3:5][O:6][C:7]1[CH:8]=[C:9]([C:12]([OH:17])=[CH:13][C:14]=1[O:15][CH3:16])[CH:10]=[O:11], predict the reactants needed to synthesize it. (2) Given the product [CH3:1][O:2][CH2:3][C:4]1[N:16]=[C:12]([CH2:13][CH2:14][CH3:15])[NH:17][C:6](=[O:8])[CH:5]=1, predict the reactants needed to synthesize it. The reactants are: [CH3:1][O:2][CH2:3][C:4](=O)[CH2:5][C:6]([O:8]C)=O.Cl.[C:12](=[NH:17])([NH2:16])[CH2:13][CH2:14][CH3:15].C[O-].[Na+]. (3) Given the product [Br:1][C:2]1[C:3]2[N:4]([C:32]([NH:31][C:33]([CH3:36])([CH3:35])[CH3:34])=[C:14]([C:13]3[CH:16]=[CH:17][CH:18]=[C:11]([Cl:10])[CH:12]=3)[N:9]=2)[CH:5]=[C:6]([Cl:8])[CH:7]=1, predict the reactants needed to synthesize it. The reactants are: [Br:1][C:2]1[C:3]([NH2:9])=[N:4][CH:5]=[C:6]([Cl:8])[CH:7]=1.[Cl:10][C:11]1[CH:12]=[C:13]([CH:16]=[CH:17][CH:18]=1)[CH:14]=O.O.C1(C)C=CC(S(O)(=O)=O)=CC=1.[N+:31]([C:33]([CH3:36])([CH3:35])[CH3:34])#[C-:32]. (4) The reactants are: B(Br)(Br)Br.C[O:6][C:7]1[CH:28]=[CH:27][C:10]2[CH2:11][C@@H:12]([CH2:22][C:23]([O:25][CH3:26])=[O:24])[C:13](=[O:21])[N:14]([CH2:16]C(F)(F)F)[CH2:15][C:9]=2[CH:8]=1. Given the product [OH:6][C:7]1[CH:28]=[CH:27][C:10]2[CH2:11][C@@H:12]([CH2:22][C:23]([O:25][CH3:26])=[O:24])[C:13](=[O:21])[N:14]([CH3:16])[CH2:15][C:9]=2[CH:8]=1, predict the reactants needed to synthesize it. (5) Given the product [Cl:17][C:18]1[CH:19]=[N:20][N:21]([C:23]2[C:28]([F:29])=[CH:27][C:26]([O:1][CH2:2][C@@H:3]3[C@@H:8]([NH:9][C:10](=[O:16])[O:11][C:12]([CH3:13])([CH3:15])[CH3:14])[CH2:7][CH2:6][O:5][CH2:4]3)=[C:25]([F:31])[CH:24]=2)[CH:22]=1, predict the reactants needed to synthesize it. The reactants are: [OH:1][CH2:2][C@@H:3]1[C@@H:8]([NH:9][C:10](=[O:16])[O:11][C:12]([CH3:15])([CH3:14])[CH3:13])[CH2:7][CH2:6][O:5][CH2:4]1.[Cl:17][C:18]1[CH:19]=[N:20][N:21]([C:23]2[C:28]([F:29])=[CH:27][C:26](O)=[C:25]([F:31])[CH:24]=2)[CH:22]=1.C1CCN(C(N=NC(N2CCCCC2)=O)=O)CC1.C(P(CCCC)CCCC)CCC.